Dataset: Forward reaction prediction with 1.9M reactions from USPTO patents (1976-2016). Task: Predict the product of the given reaction. Given the reactants C(OC(=O)[NH:7][CH2:8][C:9]([CH3:48])([CH3:47])[CH2:10][NH:11][C:12](=[O:46])[C:13]1[CH:18]=[CH:17][C:16]([NH:19][C:20]2[N:25]=[C:24]([NH:26][CH2:27][C:28]3[CH:33]=[CH:32][C:31]([O:34][CH2:35][CH2:36][CH2:37][Br:38])=[C:30]([Cl:39])[CH:29]=3)[N:23]=[C:22]([O:40][CH2:41][C:42]([F:45])([F:44])[F:43])[N:21]=2)=[CH:15][CH:14]=1)(C)(C)C.C(Cl)Cl.[F:53][C:54]([F:59])([F:58])[C:55]([OH:57])=[O:56], predict the reaction product. The product is: [F:53][C:54]([F:59])([F:58])[C:55]([OH:57])=[O:56].[NH2:7][CH2:8][C:9]([CH3:48])([CH3:47])[CH2:10][NH:11][C:12](=[O:46])[C:13]1[CH:18]=[CH:17][C:16]([NH:19][C:20]2[N:25]=[C:24]([NH:26][CH2:27][C:28]3[CH:33]=[CH:32][C:31]([O:34][CH2:35][CH2:36][CH2:37][Br:38])=[C:30]([Cl:39])[CH:29]=3)[N:23]=[C:22]([O:40][CH2:41][C:42]([F:43])([F:44])[F:45])[N:21]=2)=[CH:15][CH:14]=1.